From a dataset of Reaction yield outcomes from USPTO patents with 853,638 reactions. Predict the reaction yield, written as a fraction of the theoretical maximum amount of product (1.0 means a 100% yield; for example, 0.34 means a 34% yield). (1) The reactants are CC(OI1(OC(C)=O)(OC(C)=O)OC(=O)C2C=CC=CC1=2)=O.[C:23]([O:27][C:28]([NH:30][C:31]1[S:35][C:34]([C:36]2[C:41]([F:42])=[CH:40][CH:39]=[CH:38][C:37]=2[F:43])=[N:33][C:32]=1[C:44]([NH:46][C:47]1[C:48]([N:57]2[CH2:62][CH2:61][CH2:60][C@H:59]([NH:63][C:64](=[O:70])[O:65][C:66]([CH3:69])([CH3:68])[CH3:67])[CH2:58]2)=[C:49]2[CH2:55][CH2:54][CH:53]([OH:56])[C:50]2=[N:51][CH:52]=1)=[O:45])=[O:29])([CH3:26])([CH3:25])[CH3:24].[OH-].[Na+]. The catalyst is C(Cl)Cl.CO. The product is [C:23]([O:27][C:28]([NH:30][C:31]1[S:35][C:34]([C:36]2[C:37]([F:43])=[CH:38][CH:39]=[CH:40][C:41]=2[F:42])=[N:33][C:32]=1[C:44]([NH:46][C:47]1[C:48]([N:57]2[CH2:62][CH2:61][CH2:60][C@H:59]([NH:63][C:64](=[O:70])[O:65][C:66]([CH3:69])([CH3:68])[CH3:67])[CH2:58]2)=[C:49]2[CH2:55][CH2:54][C:53](=[O:56])[C:50]2=[N:51][CH:52]=1)=[O:45])=[O:29])([CH3:26])([CH3:25])[CH3:24]. The yield is 0.500. (2) The reactants are C([O-])(=O)C.[NH4+].[C:6]([C:9]1[CH:10]=[C:11]([NH:15][C:16]2[N:21]=[C:20]([CH2:22][CH2:23][C:24]3[CH:29]=[CH:28][CH:27]=[CH:26][C:25]=3[CH2:30][C:31]([NH2:33])=[O:32])[C:19]([Cl:34])=[CH:18][N:17]=2)[CH:12]=[CH:13][CH:14]=1)(=O)[CH3:7].C([BH3-])#[N:36].[Na+].Cl. The catalyst is CO.O. The product is [NH2:36][CH:6]([C:9]1[CH:10]=[C:11]([NH:15][C:16]2[N:21]=[C:20]([CH2:22][CH2:23][C:24]3[CH:29]=[CH:28][CH:27]=[CH:26][C:25]=3[CH2:30][C:31]([NH2:33])=[O:32])[C:19]([Cl:34])=[CH:18][N:17]=2)[CH:12]=[CH:13][CH:14]=1)[CH3:7]. The yield is 0.470.